From a dataset of Catalyst prediction with 721,799 reactions and 888 catalyst types from USPTO. Predict which catalyst facilitates the given reaction. (1) Reactant: [CH:1]1([CH:7]([NH:20][C:21]2[CH:30]=[CH:29][C:24]([C:25]([O:27]C)=[O:26])=[CH:23][CH:22]=2)[C:8]2[N:12]([CH3:13])[C:11]3[CH:14]=[C:15]([O:18][CH3:19])[CH:16]=[CH:17][C:10]=3[N:9]=2)[CH2:6][CH2:5][CH2:4][CH2:3][CH2:2]1.O1CCCC1.[OH-].[Na+]. Product: [CH:1]1([CH:7]([NH:20][C:21]2[CH:30]=[CH:29][C:24]([C:25]([OH:27])=[O:26])=[CH:23][CH:22]=2)[C:8]2[N:12]([CH3:13])[C:11]3[CH:14]=[C:15]([O:18][CH3:19])[CH:16]=[CH:17][C:10]=3[N:9]=2)[CH2:6][CH2:5][CH2:4][CH2:3][CH2:2]1. The catalyst class is: 8. (2) Reactant: [NH2:1][C:2]1[O:3][CH2:4][C:5]2([C@H:19]3[C@@H:14]([CH2:15][C:16](=[O:20])[CH2:17][CH2:18]3)[CH2:13][C:12]3[C:7]2=[CH:8][C:9]([C:21]2[CH:22]=[N:23][CH:24]=[C:25]([Cl:27])[CH:26]=2)=[CH:10][CH:11]=3)[N:6]=1.[BH4-].[Na+]. Product: [NH2:1][C:2]1[O:3][CH2:4][C@@:5]2([C@H:19]3[C@@H:14]([CH2:15][C@@H:16]([OH:20])[CH2:17][CH2:18]3)[CH2:13][C:12]3[C:7]2=[CH:8][C:9]([C:21]2[CH:22]=[N:23][CH:24]=[C:25]([Cl:27])[CH:26]=2)=[CH:10][CH:11]=3)[N:6]=1. The catalyst class is: 36. (3) Reactant: [F:1][C:2]([F:23])([F:22])[C:3]([C:9]1[S:13][C:12]([NH:14][CH2:15][C:16]2[CH:21]=[CH:20][N:19]=[CH:18][CH:17]=2)=[N:11][CH:10]=1)([OH:8])[C:4]([F:7])([F:6])[F:5].[C:24](O[C:24](=[O:31])[C:25]1[CH:30]=[CH:29][N:28]=[CH:27][CH:26]=1)(=[O:31])[C:25]1[CH:30]=[CH:29][N:28]=[CH:27][CH:26]=1. Product: [N:19]1[CH:20]=[CH:21][C:16]([CH2:15][N:14]([C:12]2[S:13][C:9]([C:3]([OH:8])([C:2]([F:22])([F:1])[F:23])[C:4]([F:7])([F:6])[F:5])=[CH:10][N:11]=2)[C:24]([C:25]2[CH:30]=[CH:29][N:28]=[CH:27][CH:26]=2)=[O:31])=[CH:17][CH:18]=1. The catalyst class is: 12. (4) Reactant: [CH3:1][S:2]([C:5]1[CH:6]=[CH:7][C:8]2[O:13][CH2:12][CH:11]([CH2:14][OH:15])[O:10][C:9]=2[CH:16]=1)(=[O:4])=[O:3].[C:17]1([CH3:27])[CH:22]=[CH:21][C:20]([S:23](Cl)(=[O:25])=[O:24])=[CH:19][CH:18]=1. Product: [CH3:27][C:17]1[CH:22]=[CH:21][C:20]([S:23]([O:15][CH2:14][CH:11]2[O:10][C:9]3[CH:16]=[C:5]([S:2]([CH3:1])(=[O:3])=[O:4])[CH:6]=[CH:7][C:8]=3[O:13][CH2:12]2)(=[O:25])=[O:24])=[CH:19][CH:18]=1. The catalyst class is: 79. (5) Reactant: C[O:2][C:3](=[O:20])[CH2:4][CH2:5][N:6]1[C:11]2[CH:12]=[C:13]([CH3:17])[CH:14]=[C:15]([CH3:16])[C:10]=2[O:9][CH:8]([CH3:18])[C:7]1=[O:19].[OH-].[Na+]. Product: [CH3:18][CH:8]1[C:7](=[O:19])[N:6]([CH2:5][CH2:4][C:3]([OH:20])=[O:2])[C:11]2[CH:12]=[C:13]([CH3:17])[CH:14]=[C:15]([CH3:16])[C:10]=2[O:9]1. The catalyst class is: 5. (6) Reactant: [Cl:1][C:2]1[CH:7]=[CH:6][C:5]([C:8]2[C:9]([C:18]3[CH:23]=[CH:22][C:21]([C:24]([F:27])([F:26])[F:25])=[CH:20][CH:19]=3)=[N:10][C:11]([CH3:17])=[C:12]([CH:16]=2)[C:13](O)=[O:14])=[CH:4][CH:3]=1.B.CO. Product: [Cl:1][C:2]1[CH:3]=[CH:4][C:5]([C:8]2[CH:16]=[C:12]([CH2:13][OH:14])[C:11]([CH3:17])=[N:10][C:9]=2[C:18]2[CH:19]=[CH:20][C:21]([C:24]([F:25])([F:26])[F:27])=[CH:22][CH:23]=2)=[CH:6][CH:7]=1. The catalyst class is: 1. (7) Reactant: [CH3:1][O:2][C:3](=[O:17])[C:4]1[CH:9]=[C:8]([S:10](=[O:15])(=[O:14])[N:11]([CH3:13])[CH3:12])[N:7]=[C:6](Cl)[CH:5]=1.C1(P(C2C=CC=CC=2)C2C=CC3C(=CC=CC=3)C=2C2C3C(=CC=CC=3)C=CC=2P(C2C=CC=CC=2)C2C=CC=CC=2)C=CC=CC=1.C(=O)([O-])[O-].[Cs+].[Cs+].[C@@H:70]([NH2:74])([CH2:72][CH3:73])[CH3:71]. Product: [CH3:1][O:2][C:3](=[O:17])[C:4]1[CH:9]=[C:8]([S:10](=[O:15])(=[O:14])[N:11]([CH3:13])[CH3:12])[N:7]=[C:6]([NH:74][C@H:70]([CH2:72][CH3:73])[CH3:71])[CH:5]=1. The catalyst class is: 487. (8) Reactant: O([C:9]1[C:10]([N+:18]([O-:20])=[O:19])=[C:11]2[C:15](=[CH:16][CH:17]=1)[CH2:14][CH2:13][CH2:12]2)S(C(F)(F)F)(=O)=O.[NH2:21][C:22]1[CH:23]=[C:24]([CH:27]=[CH:28][CH:29]=1)[C:25]#[N:26].C(=O)([O-])[O-].[K+].[K+].C1(P(C2C=CC=CC=2)C2C=CC=CC=2)C=CC=CC=1. Product: [N+:18]([C:10]1[C:9]([NH:21][C:22]2[CH:23]=[C:24]([CH:27]=[CH:28][CH:29]=2)[C:25]#[N:26])=[CH:17][CH:16]=[C:15]2[C:11]=1[CH2:12][CH2:13][CH2:14]2)([O-:20])=[O:19]. The catalyst class is: 206.